This data is from Reaction yield outcomes from USPTO patents with 853,638 reactions. The task is: Predict the reaction yield, written as a fraction of the theoretical maximum amount of product (1.0 means a 100% yield; for example, 0.34 means a 34% yield). (1) The reactants are C(=[N:14][C:15]1[CH:16]=[C:17]([C:21]([C:23]2[C:31]3[CH:30]=[N:29][C:28]([NH:32][CH2:33][C:34]4[CH:39]=[CH:38][C:37]([O:40][CH3:41])=[CH:36][CH:35]=4)=[N:27][C:26]=3[N:25]([C:42]34[CH2:46][CH:44]([CH2:45]3)[CH2:43]4)[CH:24]=2)=[O:22])[CH:18]=[N:19][CH:20]=1)(C1C=CC=CC=1)C1C=CC=CC=1. The catalyst is C1COCC1.C(O)(=O)CC(CC(O)=O)(C(O)=O)O. The product is [NH2:14][C:15]1[CH:16]=[C:17]([C:21]([C:23]2[C:31]3[CH:30]=[N:29][C:28]([NH:32][CH2:33][C:34]4[CH:39]=[CH:38][C:37]([O:40][CH3:41])=[CH:36][CH:35]=4)=[N:27][C:26]=3[N:25]([C:42]34[CH2:45][CH:44]([CH2:43]3)[CH2:46]4)[CH:24]=2)=[O:22])[CH:18]=[N:19][CH:20]=1. The yield is 0.920. (2) The reactants are [N:1]([CH2:4][C:5]1[CH:10]=[C:9]([Br:11])[C:8]([F:12])=[CH:7][C:6]=1[F:13])=[N+]=[N-].C1(P(C2C=CC=CC=2)C2C=CC=CC=2)C=CC=CC=1. The catalyst is C1COCC1.O. The product is [Br:11][C:9]1[C:8]([F:12])=[CH:7][C:6]([F:13])=[C:5]([CH:10]=1)[CH2:4][NH2:1]. The yield is 0.350. (3) The reactants are [Cl:1][C:2]1[C:10]2[N:9]=[C:8]([NH:11][C:12]3[C:17]([CH3:18])=[CH:16][C:15]([Cl:19])=[CH:14][C:13]=3[O:20][CH3:21])[N:7]([CH2:22][C:23](OC(C)C)=[O:24])[C:6]=2[C:5]([CH:29]([CH2:32][CH3:33])[CH2:30][CH3:31])=[CH:4][CH:3]=1.[BH4-].[Li+]. The catalyst is O1CCCC1. The product is [Cl:1][C:2]1[C:10]2[N:9]=[C:8]([NH:11][C:12]3[C:17]([CH3:18])=[CH:16][C:15]([Cl:19])=[CH:14][C:13]=3[O:20][CH3:21])[N:7]([CH2:22][CH2:23][OH:24])[C:6]=2[C:5]([CH:29]([CH2:32][CH3:33])[CH2:30][CH3:31])=[CH:4][CH:3]=1. The yield is 0.623. (4) The reactants are Br[C:2]1[N:6]([S:7]([C:10]2[CH:15]=[CH:14][CH:13]=[C:12]([O:16][CH:17]3[CH2:22][CH2:21][CH2:20][CH2:19][O:18]3)[CH:11]=2)(=[O:9])=[O:8])[CH:5]=[C:4]([CH2:23][N:24]([CH3:32])[C:25](=[O:31])[O:26][C:27]([CH3:30])([CH3:29])[CH3:28])[CH:3]=1.[C:33]1(B2OC(C)(C)C(C)(C)O2)[CH2:38][CH2:37][CH2:36][CH2:35][CH:34]=1.C(=O)([O-])[O-].[K+].[K+].COCCOC. The catalyst is C1C=CC(P(C2C=CC=CC=2)[C-]2C=CC=C2)=CC=1.C1C=CC(P(C2C=CC=CC=2)[C-]2C=CC=C2)=CC=1.Cl[Pd]Cl.[Fe+2].O. The product is [C:33]1([C:2]2[N:6]([S:7]([C:10]3[CH:15]=[CH:14][CH:13]=[C:12]([O:16][CH:17]4[CH2:22][CH2:21][CH2:20][CH2:19][O:18]4)[CH:11]=3)(=[O:8])=[O:9])[CH:5]=[C:4]([CH2:23][N:24]([CH3:32])[C:25](=[O:31])[O:26][C:27]([CH3:28])([CH3:29])[CH3:30])[CH:3]=2)[CH2:38][CH2:37][CH2:36][CH2:35][CH:34]=1. The yield is 0.720. (5) The reactants are ClC(Cl)(Cl)CO[C:5](=[O:18])[NH:6][C:7]1[CH:12]=[CH:11][C:10]([C:13](=[O:17])[N:14]([CH3:16])[CH3:15])=[CH:9][CH:8]=1.[Br:21][C:22]1[CH:28]=[CH:27][C:25]([NH2:26])=[CH:24][C:23]=1[F:29]. The catalyst is C1(C)C=CC=CC=1. The product is [Br:21][C:22]1[CH:28]=[CH:27][C:25]([NH:26][C:5](=[O:18])[NH:6][C:7]2[CH:8]=[CH:9][C:10]([C:13]([N:14]([CH3:15])[CH3:16])=[O:17])=[CH:11][CH:12]=2)=[CH:24][C:23]=1[F:29]. The yield is 0.500. (6) The reactants are [NH2:1][OH:2].[CH3:3][C:4]1[CH:13]=[C:12]([CH2:14][O:15][C:16]2[CH:21]=[CH:20][C:19]([S:22]([CH:25]=[CH:26][CH:27]=[C:28]3[CH2:33][CH2:32][S:31][CH2:30][CH2:29]3)(=[O:24])=[O:23])=[CH:18][CH:17]=2)[C:11]2[C:6](=[CH:7][CH:8]=[CH:9][CH:10]=2)[N:5]=1. The catalyst is O1CCCC1. The product is [CH3:3][C:4]1[CH:13]=[C:12]([CH2:14][O:15][C:16]2[CH:17]=[CH:18][C:19]([S:22]([CH2:25][CH:26]([NH:1][OH:2])[CH:27]=[C:28]3[CH2:33][CH2:32][S:31][CH2:30][CH2:29]3)(=[O:23])=[O:24])=[CH:20][CH:21]=2)[C:11]2[C:6](=[CH:7][CH:8]=[CH:9][CH:10]=2)[N:5]=1. The yield is 0.630.